From a dataset of Full USPTO retrosynthesis dataset with 1.9M reactions from patents (1976-2016). Predict the reactants needed to synthesize the given product. (1) Given the product [F:12][C:9]1[N:10]=[CH:11][C:6]([C:19]2[CH:20]=[C:15]([CH:16]=[CH:17][CH:18]=2)[C:13]#[N:14])=[CH:7][CH:8]=1, predict the reactants needed to synthesize it. The reactants are: C(#N)C.O.Br[C:6]1[CH:7]=[CH:8][C:9]([F:12])=[N:10][CH:11]=1.[C:13]([C:15]1[CH:16]=[C:17](B(O)O)[CH:18]=[CH:19][CH:20]=1)#[N:14].C(=O)([O-])[O-].[K+].[K+]. (2) Given the product [F:32][C:5]1[C:6]2[C:11](=[CH:10][CH:9]=[C:8]([S:12]([NH:15][C:16]3[S:20][N:19]=[CH:18][N:17]=3)(=[O:13])=[O:14])[CH:7]=2)[C:2]([C:36]2[CH:37]=[CH:38][C:39]([C:41]([F:44])([F:43])[F:42])=[CH:40][C:35]=2[O:34][CH3:33])=[N:3][CH:4]=1, predict the reactants needed to synthesize it. The reactants are: Cl[C:2]1[C:11]2[C:6](=[CH:7][C:8]([S:12]([N:15](CC3C=CC(OC)=CC=3OC)[C:16]3[S:20][N:19]=[CH:18][N:17]=3)(=[O:14])=[O:13])=[CH:9][CH:10]=2)[C:5]([F:32])=[CH:4][N:3]=1.[CH3:33][O:34][C:35]1[CH:40]=[C:39]([C:41]([F:44])([F:43])[F:42])[CH:38]=[CH:37][C:36]=1B(O)O. (3) Given the product [NH2:30][C:25]1[CH:26]=[CH:27][CH:28]=[CH:29][C:24]=1[NH:31][C:19](=[O:21])[C:18]1[CH:17]=[CH:16][C:15]([CH2:14][NH:13][C:9]2[N:8]=[C:7]([C:2]3[CH:3]=[N:4][CH:5]=[CH:6][N:1]=3)[CH:12]=[CH:11][N:10]=2)=[CH:23][CH:22]=1, predict the reactants needed to synthesize it. The reactants are: [N:1]1[CH:6]=[CH:5][N:4]=[CH:3][C:2]=1[C:7]1[CH:12]=[CH:11][N:10]=[C:9]([NH:13][CH2:14][C:15]2[CH:23]=[CH:22][C:18]([C:19]([OH:21])=O)=[CH:17][CH:16]=2)[N:8]=1.[C:24]1([NH2:31])[CH:29]=[CH:28][CH:27]=[CH:26][C:25]=1[NH2:30].CCN(CC)CC.C1C=CC2N(O)N=NC=2C=1.O.CCN=C=NCCCN(C)C.Cl. (4) Given the product [Cl:3][C:4]1[S:33][C:7]2[NH:8][C:9]([C:11]([NH:13][C@@H:14]3[CH2:22][C:21]4[C:16](=[CH:17][CH:18]=[CH:19][CH:20]=4)[C@H:15]3[N:23]([C:24](=[O:31])[CH2:25][CH2:26][OH:27])[CH3:32])=[O:12])=[CH:10][C:6]=2[CH:5]=1, predict the reactants needed to synthesize it. The reactants are: [Li+].[BH4-].[Cl:3][C:4]1[S:33][C:7]2[NH:8][C:9]([C:11]([NH:13][C@@H:14]3[CH2:22][C:21]4[C:16](=[CH:17][CH:18]=[CH:19][CH:20]=4)[C@H:15]3[N:23]([CH3:32])[C:24](=[O:31])[CH2:25][C:26](OCC)=[O:27])=[O:12])=[CH:10][C:6]=2[CH:5]=1. (5) Given the product [CH2:22]([C:16]1[C:17]([CH:18]([CH3:20])[CH3:19])=[C:5]([C:4]([OH:3])=[O:7])[S:6][CH:15]=1)[CH:23]([CH3:25])[CH3:24], predict the reactants needed to synthesize it. The reactants are: C([O:3][C:4](=[O:7])[CH2:5][SH:6])C.CC([O-])(C)C.[K+].Cl[CH:15]=[C:16]([CH2:22][CH:23]([CH3:25])[CH3:24])[C:17](=O)[CH:18]([CH3:20])[CH3:19]. (6) Given the product [F:3][C:4]1[CH:9]=[CH:8][CH:7]=[CH:6][C:5]=1[N:10]1[C:14]([O:15][CH3:16])=[CH:13][C:12]([C:17]([OH:19])=[O:18])=[N:11]1, predict the reactants needed to synthesize it. The reactants are: [OH-].[Na+].[F:3][C:4]1[CH:9]=[CH:8][CH:7]=[CH:6][C:5]=1[N:10]1[C:14]([O:15][CH3:16])=[CH:13][C:12]([C:17]([O:19]C)=[O:18])=[N:11]1. (7) Given the product [CH3:1][C:2]1([CH3:18])[O:6][CH:5]([CH:7]2[O:11][CH:10]3[O:12][C:13]([CH3:16])([CH3:15])[O:14][CH:9]3[CH:8]2[O:17][CH2:19][C:20]2[CH:25]=[CH:24][CH:23]=[CH:22][CH:21]=2)[CH2:4][O:3]1, predict the reactants needed to synthesize it. The reactants are: [CH3:1][C:2]1([CH3:18])[O:6][C@@H:5]([C@H:7]2[O:11][C@@H:10]3[O:12][C:13]([CH3:16])([CH3:15])[O:14][C@@H:9]3[C@H:8]2[OH:17])[CH2:4][O:3]1.[CH2:19](Br)[C:20]1[CH:25]=[CH:24][CH:23]=[CH:22][CH:21]=1.[H-].[Na+]. (8) Given the product [CH3:1][O:2][C:3](=[O:14])[CH2:4][O:5][C:6]1[CH:11]=[CH:10][C:9]([F:12])=[C:8]2[C:7]=1[C:17](=[O:16])[C:18]([CH2:23][C:24]1[CH:29]=[CH:28][C:27]([C:30]([N:32]3[CH2:33][CH2:34][CH2:35][CH2:36]3)=[O:31])=[CH:26][CH:25]=1)=[C:19]([CH2:20][CH3:21])[NH:13]2, predict the reactants needed to synthesize it. The reactants are: [CH3:1][O:2][C:3](=[O:14])[CH2:4][O:5][C:6]1[CH:11]=[CH:10][C:9]([F:12])=[C:8]([NH2:13])[CH:7]=1.C[O:16][C:17](=O)[CH:18]([CH2:23][C:24]1[CH:29]=[CH:28][C:27]([C:30]([N:32]2[CH2:36][CH2:35][CH2:34][CH2:33]2)=[O:31])=[CH:26][CH:25]=1)[C:19](=O)[CH2:20][CH3:21].O1CCOCC1. (9) The reactants are: [CH3:1][S:2]([C:5]1[CH:10]=[CH:9][C:8]([N:11]2[CH2:16][CH2:15][N:14]([CH2:17][CH2:18][CH:19]3[CH2:24][CH2:23][NH:22][CH2:21][CH2:20]3)[CH2:13][CH2:12]2)=[CH:7][CH:6]=1)(=[O:4])=[O:3].C1CCN2C(=NCCC2)CC1.Cl[C:37]1[N:42]=[CH:41][C:40]([CH3:43])=[CH:39][N:38]=1. Given the product [CH3:1][S:2]([C:5]1[CH:10]=[CH:9][C:8]([N:11]2[CH2:12][CH2:13][N:14]([CH2:17][CH2:18][CH:19]3[CH2:24][CH2:23][N:22]([C:37]4[N:42]=[CH:41][C:40]([CH3:43])=[CH:39][N:38]=4)[CH2:21][CH2:20]3)[CH2:15][CH2:16]2)=[CH:7][CH:6]=1)(=[O:4])=[O:3], predict the reactants needed to synthesize it. (10) Given the product [Br:11][CH2:1][C:2]1[CH:7]=[C:6]([CH3:8])[CH:5]=[C:4]([O:9][CH3:10])[CH:3]=1, predict the reactants needed to synthesize it. The reactants are: [CH3:1][C:2]1[CH:3]=[C:4]([O:9][CH3:10])[CH:5]=[C:6]([CH3:8])[CH:7]=1.[Br:11]N1C(=O)CCC1=O.